Dataset: Catalyst prediction with 721,799 reactions and 888 catalyst types from USPTO. Task: Predict which catalyst facilitates the given reaction. Product: [Br:25][C:12]1[O:11][C:5]2[N:6]=[C:7]([S:9][CH3:10])[N:8]=[C:3]([O:2][CH3:1])[C:4]=2[C:13]=1[C:14]1[CH:19]=[CH:18][CH:17]=[CH:16][CH:15]=1. Reactant: [CH3:1][O:2][C:3]1[C:4]2[C:13]([C:14]3[CH:19]=[CH:18][CH:17]=[CH:16][CH:15]=3)=[CH:12][O:11][C:5]=2[N:6]=[C:7]([S:9][CH3:10])[N:8]=1.[Li]CCCC.[Br:25]Br. The catalyst class is: 1.